The task is: Predict the reaction yield, written as a fraction of the theoretical maximum amount of product (1.0 means a 100% yield; for example, 0.34 means a 34% yield).. This data is from Reaction yield outcomes from USPTO patents with 853,638 reactions. (1) The reactants are [C:1](O)(=[O:5])[C:2]([CH3:4])=[CH2:3].[F:7][C:8]1[C:13]([O:14][C:15]2[CH:20]=[CH:19][CH:18]=[CH:17][C:16]=2[CH:21]([CH3:23])[CH3:22])=[C:12]([F:24])[C:11]([F:25])=[C:10]([F:26])[C:9]=1[F:27].CS(O)(=O)=O.O=P12OP3(OP(OP(O3)(O1)=O)(=O)O2)=O. No catalyst specified. The product is [CH:21]([C:16]1[CH:17]=[C:18]2[C:19]([CH2:3][CH:2]([CH3:4])[C:1]2=[O:5])=[CH:20][C:15]=1[O:14][C:13]1[C:8]([F:7])=[C:9]([F:27])[C:10]([F:26])=[C:11]([F:25])[C:12]=1[F:24])([CH3:23])[CH3:22]. The yield is 0.200. (2) The reactants are C([N:8]1[CH2:14][C:13]2[N:15]=[CH:16][C:17]([CH:19]3[CH2:21][CH2:20]3)=[N:18][C:12]=2[O:11][CH2:10][CH2:9]1)C1C=CC=CC=1.[Cl:22]C(OC(Cl)C)=O. The catalyst is C1(C)C=CC=CC=1. The product is [ClH:22].[CH:19]1([C:17]2[CH:16]=[N:15][C:13]3[CH2:14][NH:8][CH2:9][CH2:10][O:11][C:12]=3[N:18]=2)[CH2:21][CH2:20]1. The yield is 0.160. (3) The reactants are [F:1][C:2]1[CH:7]=[CH:6][C:5]([N:8]2[C:11](=[O:12])[C@H:10]([S:13][CH2:14][C:15]3([C:23]4[CH:28]=[CH:27][C:26]([O:29][CH3:30])=[CH:25][CH:24]=4)OCC(C)(C)C[O:16]3)[C@H:9]2[C:31]2[CH:45]=[CH:44][C:34]([O:35][CH2:36][C:37]([O:39]C(C)(C)C)=[O:38])=[CH:33][CH:32]=2)=[CH:4][CH:3]=1. The catalyst is C(O)=O. The product is [F:1][C:2]1[CH:3]=[CH:4][C:5]([N:8]2[C:11](=[O:12])[C@H:10]([S:13][CH2:14][C:15]([C:23]3[CH:28]=[CH:27][C:26]([O:29][CH3:30])=[CH:25][CH:24]=3)=[O:16])[C@H:9]2[C:31]2[CH:45]=[CH:44][C:34]([O:35][CH2:36][C:37]([OH:39])=[O:38])=[CH:33][CH:32]=2)=[CH:6][CH:7]=1. The yield is 0.880. (4) The reactants are [C:1]([NH:4][CH2:5][C:6]([OH:8])=[O:7])(=[O:3])[CH3:2].[C:9]1(C)C=CC(S(O)(=O)=O)=C[CH:10]=1. The catalyst is CCO. The product is [C:1]([NH:4][CH2:5][C:6]([O:8][CH2:9][CH3:10])=[O:7])(=[O:3])[CH3:2]. The yield is 0.690. (5) The reactants are [CH3:1][O:2][C:3]1[CH:4]=[C:5]([NH:11][C:12]2[C:13]([NH:22][S:23]([C:26]3[CH:34]=[CH:33][C:29]([C:30](O)=[O:31])=[CH:28][CH:27]=3)(=[O:25])=[O:24])=[N:14][C:15]3[C:20]([N:21]=2)=[CH:19][CH:18]=[CH:17][CH:16]=3)[CH:6]=[C:7]([O:9][CH3:10])[CH:8]=1.CCN=C=NCCCN(C)C.Cl.C1C=CC2N(O)N=NC=2C=1.CCN(C(C)C)C(C)C.[CH3:66][O:67][CH2:68][CH2:69][CH2:70][NH2:71]. The catalyst is CC(N(C)C)=O.C(#N)C. The product is [CH3:10][O:9][C:7]1[CH:6]=[C:5]([NH:11][C:12]2[C:13]([NH:22][S:23]([C:26]3[CH:34]=[CH:33][C:29]([C:30]([NH:71][CH2:70][CH2:69][CH2:68][O:67][CH3:66])=[O:31])=[CH:28][CH:27]=3)(=[O:25])=[O:24])=[N:14][C:15]3[C:20]([N:21]=2)=[CH:19][CH:18]=[CH:17][CH:16]=3)[CH:4]=[C:3]([O:2][CH3:1])[CH:8]=1. The yield is 0.660.